Regression. Given a peptide amino acid sequence and an MHC pseudo amino acid sequence, predict their binding affinity value. This is MHC class I binding data. From a dataset of Peptide-MHC class I binding affinity with 185,985 pairs from IEDB/IMGT. (1) The MHC is HLA-B44:02 with pseudo-sequence HLA-B44:02. The peptide sequence is GLKELGDWV. The binding affinity (normalized) is 0.0847. (2) The MHC is HLA-B57:01 with pseudo-sequence HLA-B57:01. The binding affinity (normalized) is 0.0847. The peptide sequence is NLAAQTHLY. (3) The peptide sequence is YERGNIIIF. The MHC is HLA-A02:06 with pseudo-sequence HLA-A02:06. The binding affinity (normalized) is 0.401. (4) The peptide sequence is TAAIMLASY. The MHC is HLA-A24:03 with pseudo-sequence HLA-A24:03. The binding affinity (normalized) is 0.0847. (5) The peptide sequence is RTRPPPCPH. The MHC is HLA-B58:01 with pseudo-sequence HLA-B58:01. The binding affinity (normalized) is 0.0847.